Dataset: Reaction yield outcomes from USPTO patents with 853,638 reactions. Task: Predict the reaction yield, written as a fraction of the theoretical maximum amount of product (1.0 means a 100% yield; for example, 0.34 means a 34% yield). (1) The catalyst is C1COCC1. The reactants are C(NC(C)C)(C)C.C([Li])CCC.[CH2:13]([N:19]1[C:27]2[C:22](=[CH:23][CH:24]=[CH:25][CH:26]=2)[CH:21]([C:28]2[C:36]([OH:37])=[CH:35][C:31]3[O:32][CH2:33][O:34][C:30]=3[CH:29]=2)[C:20]1=[O:38])[CH2:14][CH2:15][CH2:16][CH2:17][CH3:18].Br[CH2:40][C:41]([O:43][CH2:44][CH3:45])=[O:42]. The product is [CH2:13]([N:19]1[C:27]2[C:22](=[CH:23][CH:24]=[CH:25][CH:26]=2)[C:21]([CH2:40][C:41]([O:43][CH2:44][CH3:45])=[O:42])([C:28]2[C:36]([OH:37])=[CH:35][C:31]3[O:32][CH2:33][O:34][C:30]=3[CH:29]=2)[C:20]1=[O:38])[CH2:14][CH2:15][CH2:16][CH2:17][CH3:18]. The yield is 0.0800. (2) The reactants are FC1(F)C2C(=CC=CC=2C(=O)C(F)(F)F)NC1=O.[F:19][CH:20]([F:36])[C:21]([C:23]1[CH:31]=[CH:30][C:29]([F:32])=[C:28]2[C:24]=1[C:25]([F:35])([F:34])[C:26](=[O:33])[NH:27]2)=[O:22]. No catalyst specified. The product is [F:36][CH:20]([F:19])[CH:21]([C:23]1[CH:31]=[CH:30][C:29]([F:32])=[C:28]2[C:24]=1[C:25]([F:35])([F:34])[C:26](=[O:33])[NH:27]2)[OH:22]. The yield is 0.890. (3) The reactants are [CH2:1]([NH:4][C:5](=[O:13])[C:6]1[CH:11]=[CH:10][CH:9]=[C:8](Br)[CH:7]=1)[CH2:2][CH3:3].[C:14]1(B(O)O)[CH:19]=[CH:18][CH:17]=[CH:16][CH:15]=1. No catalyst specified. The product is [CH2:1]([NH:4][C:5](=[O:13])[C:6]1[CH:11]=[CH:10][CH:9]=[C:8]([C:14]2[CH:19]=[CH:18][CH:17]=[CH:16][CH:15]=2)[CH:7]=1)[CH2:2][CH3:3]. The yield is 0.960. (4) The reactants are [CH2:1]([NH2:5])[CH2:2][CH2:3][CH3:4].[CH:6]([N:9]=[C:10]=[N:11][CH:12]([CH3:14])[CH3:13])([CH3:8])[CH3:7]. No catalyst specified. The product is [CH2:1]([NH:5][C:10]([NH:11][CH:12]([CH3:14])[CH3:13])=[N:9][CH:6]([CH3:8])[CH3:7])[CH2:2][CH2:3][CH3:4]. The yield is 0.967.